This data is from Reaction yield outcomes from USPTO patents with 853,638 reactions. The task is: Predict the reaction yield, written as a fraction of the theoretical maximum amount of product (1.0 means a 100% yield; for example, 0.34 means a 34% yield). (1) The reactants are COC(C1C=C(NS(C2C=CC(C)=CC=2)(=O)=O)C2C(=C(OCC3C=CC=CC=3)C=CC=2)N=1)=O.[CH3:34][O:35][C:36]([C:38]1[CH:47]=[C:46]([O:48]CC2C=CC=CC=2)[C:45]2[C:40](=[CH:41][C:42]([NH:56][C:57](=[O:59])[CH3:58])=[CH:43][CH:44]=2)[N:39]=1)=[O:37]. No catalyst specified. The product is [CH3:34][O:35][C:36]([C:38]1[CH:47]=[C:46]([OH:48])[C:45]2[C:40](=[CH:41][C:42]([NH:56][C:57](=[O:59])[CH3:58])=[CH:43][CH:44]=2)[N:39]=1)=[O:37]. The yield is 0.820. (2) The reactants are [Cl:1][C:2]1[S:6][C:5]([C:7]([O:9][CH3:10])=[O:8])=[CH:4][C:3]=1[C:11]1[N:15]([CH2:16][CH3:17])[N:14]=[CH:13][CH:12]=1.C1C(=O)N([Cl:25])C(=O)C1. The catalyst is C1COCC1. The product is [Cl:1][C:2]1[S:6][C:5]([C:7]([O:9][CH3:10])=[O:8])=[CH:4][C:3]=1[C:11]1[N:15]([CH2:16][CH3:17])[N:14]=[CH:13][C:12]=1[Cl:25]. The yield is 0.740. (3) The reactants are [OH:1][C:2]1[CH:9]=[CH:8][C:5]([CH:6]=[O:7])=[C:4]([O:10][CH3:11])[CH:3]=1.I[CH2:13][C:14]([CH2:55][O:56][CH2:57][CH2:58][CH2:59][CH2:60][CH2:61][CH2:62][CH2:63][CH2:64][CH2:65][CH2:66][CH2:67][CH2:68][CH2:69][CH2:70][CH2:71][CH2:72][CH2:73][CH3:74])([CH2:35][O:36][CH2:37][CH2:38][CH2:39][CH2:40][CH2:41][CH2:42][CH2:43][CH2:44][CH2:45][CH2:46][CH2:47][CH2:48][CH2:49][CH2:50][CH2:51][CH2:52][CH2:53][CH3:54])[CH2:15][O:16][CH2:17][CH2:18][CH2:19][CH2:20][CH2:21][CH2:22][CH2:23][CH2:24][CH2:25][CH2:26][CH2:27][CH2:28][CH2:29][CH2:30][CH2:31][CH2:32][CH2:33][CH3:34].C(=O)([O-])[O-].[K+].[K+].Cl. The catalyst is CN(C=O)C.C(Cl)(Cl)Cl. The product is [CH3:11][O:10][C:4]1[CH:3]=[C:2]([O:1][CH2:13][C:14]([CH2:15][O:16][CH2:17][CH2:18][CH2:19][CH2:20][CH2:21][CH2:22][CH2:23][CH2:24][CH2:25][CH2:26][CH2:27][CH2:28][CH2:29][CH2:30][CH2:31][CH2:32][CH2:33][CH3:34])([CH2:55][O:56][CH2:57][CH2:58][CH2:59][CH2:60][CH2:61][CH2:62][CH2:63][CH2:64][CH2:65][CH2:66][CH2:67][CH2:68][CH2:69][CH2:70][CH2:71][CH2:72][CH2:73][CH3:74])[CH2:35][O:36][CH2:37][CH2:38][CH2:39][CH2:40][CH2:41][CH2:42][CH2:43][CH2:44][CH2:45][CH2:46][CH2:47][CH2:48][CH2:49][CH2:50][CH2:51][CH2:52][CH2:53][CH3:54])[CH:9]=[CH:8][C:5]=1[CH:6]=[O:7]. The yield is 0.960. (4) The catalyst is CN1C(=O)CCC1. The reactants are [CH2:1]([O:8][C:9]1[CH:18]=[C:17]2[C:12]([C:13](Cl)=[N:14][CH:15]=[N:16]2)=[CH:11][C:10]=1[O:20][CH3:21])[C:2]1[CH:7]=[CH:6][CH:5]=[CH:4][CH:3]=1.[F:22][C:23]1[C:31]([OH:32])=[CH:30][CH:29]=[C:28]2[C:24]=1[CH:25]=[C:26]([CH3:33])[NH:27]2.C(=O)([O-])[O-].[K+].[K+]. The product is [CH2:1]([O:8][C:9]1[CH:18]=[C:17]2[C:12]([C:13]([O:32][C:31]3[C:23]([F:22])=[C:24]4[C:28](=[CH:29][CH:30]=3)[NH:27][C:26]([CH3:33])=[CH:25]4)=[N:14][CH:15]=[N:16]2)=[CH:11][C:10]=1[O:20][CH3:21])[C:2]1[CH:7]=[CH:6][CH:5]=[CH:4][CH:3]=1. The yield is 0.570. (5) The reactants are C[O:2][C:3](=[O:41])[CH2:4][O:5][CH2:6][C:7]1[CH:12]=[CH:11][C:10]([C:13]([C:18]2[CH:23]=[CH:22][C:21]([O:24][CH2:25][CH:26]([O:31][Si](C(C)(C)C)(C)C)[C:27]([CH3:30])([CH3:29])[CH3:28])=[C:20]([CH3:39])[CH:19]=2)([CH2:16][CH3:17])[CH2:14][CH3:15])=[CH:9][C:8]=1[CH3:40].C1COCC1.CCCC[N+](CCCC)(CCCC)CCCC.[F-].[OH-].[Na+]. The catalyst is O. The product is [CH2:14]([C:13]([C:10]1[CH:11]=[CH:12][C:7]([CH2:6][O:5][CH2:4][C:3]([OH:41])=[O:2])=[C:8]([CH3:40])[CH:9]=1)([C:18]1[CH:23]=[CH:22][C:21]([O:24][CH2:25][CH:26]([OH:31])[C:27]([CH3:29])([CH3:30])[CH3:28])=[C:20]([CH3:39])[CH:19]=1)[CH2:16][CH3:17])[CH3:15]. The yield is 0.600.